Dataset: Forward reaction prediction with 1.9M reactions from USPTO patents (1976-2016). Task: Predict the product of the given reaction. (1) Given the reactants [Cl:1][C:2]1[C:7]([C:8]([NH:10][CH2:11][C:12]2[CH:17]=[CH:16][CH:15]=[C:14]([F:18])[CH:13]=2)=[O:9])=[C:6]([CH3:19])[CH:5]=[C:4](Cl)[N:3]=1.C([O-])([O-])=O.[K+].[K+].[CH3:27][O:28][CH:29]1[CH2:34][CH2:33][CH2:32][CH:31]([NH:35][CH3:36])[CH2:30]1.O, predict the reaction product. The product is: [Cl:1][C:2]1[C:7]([C:8]([NH:10][CH2:11][C:12]2[CH:17]=[CH:16][CH:15]=[C:14]([F:18])[CH:13]=2)=[O:9])=[C:6]([CH3:19])[CH:5]=[C:4]([N:35]([CH:31]2[CH2:32][CH2:33][CH2:34][CH:29]([O:28][CH3:27])[CH2:30]2)[CH3:36])[N:3]=1. (2) Given the reactants C(OC(=O)COC1C=CC(S([Br:16])(=O)=O)=CC=1Cl)C.C([C:21]1[CH:31]=[C:30]([S:32][CH2:33][C:34]2[CH:38]=[C:37]([C:39]3[CH:44]=[CH:43][C:42]([C:45]([F:48])([F:47])[F:46])=[CH:41][CH:40]=3)[O:36][C:35]=2[CH3:49])[CH:29]=[CH:28][C:22]=1[O:23][CH2:24][C:25]([OH:27])=[O:26])C, predict the reaction product. The product is: [Br:16][C:21]1[CH:31]=[C:30]([S:32][CH2:33][C:34]2[CH:38]=[C:37]([C:39]3[CH:44]=[CH:43][C:42]([C:45]([F:46])([F:48])[F:47])=[CH:41][CH:40]=3)[O:36][C:35]=2[CH3:49])[CH:29]=[CH:28][C:22]=1[O:23][CH2:24][C:25]([OH:27])=[O:26]. (3) Given the reactants [CH2:1]([O:3][CH2:4][C:5]1[N:6]([CH2:18][C:19]2([NH:25]C(=O)OC(C)(C)C)[CH2:24][CH2:23][CH2:22][CH2:21][CH2:20]2)[C:7]2[C:16]3[CH:15]=[CH:14][CH:13]=[CH:12][C:11]=3[N:10]=[CH:9][C:8]=2[N:17]=1)[CH3:2].Cl, predict the reaction product. The product is: [CH2:1]([O:3][CH2:4][C:5]1[N:6]([CH2:18][C:19]2([NH2:25])[CH2:24][CH2:23][CH2:22][CH2:21][CH2:20]2)[C:7]2[C:16]3[CH:15]=[CH:14][CH:13]=[CH:12][C:11]=3[N:10]=[CH:9][C:8]=2[N:17]=1)[CH3:2]. (4) Given the reactants C(O[C:4]1[C:11](C)=[CH:10][C:7]([CH:8]=O)=[C:6]([OH:13])[CH:5]=1)C.[C:14]([O-:17])(=[O:16])C.[Na+].C(O)(=O)C.[N+:23](CC)([O-])=O, predict the reaction product. The product is: [OH:13][C:6]1[CH:5]=[CH:4][C:11]([O:16][CH2:14][OH:17])=[CH:10][C:7]=1[C:8]#[N:23]. (5) Given the reactants [F:1][C:2]([F:34])([F:33])[C:3]1[CH:32]=[CH:31][C:6]([CH2:7][O:8][C:9]2[CH:28]=[CH:27][C:26]([CH:29]=[O:30])=[CH:25][C:10]=2[C:11]([O:13]CC2C=CC(C(F)(F)F)=CC=2)=[O:12])=[CH:5][CH:4]=1.C(OC1C=CC(C=O)=CC=1C(O)=O)C1C=CC=CC=1, predict the reaction product. The product is: [F:1][C:2]([F:33])([F:34])[C:3]1[CH:32]=[CH:31][C:6]([CH2:7][O:8][C:9]2[CH:28]=[CH:27][C:26]([CH:29]=[O:30])=[CH:25][C:10]=2[C:11]([OH:13])=[O:12])=[CH:5][CH:4]=1. (6) The product is: [C:10]([Si:14]([CH3:16])([CH3:15])[O:1][C:2]1[CH:9]=[CH:8][C:5]([CH:6]=[O:7])=[CH:4][CH:3]=1)([CH3:13])([CH3:12])[CH3:11]. Given the reactants [OH:1][C:2]1[CH:9]=[CH:8][C:5]([CH:6]=[O:7])=[CH:4][CH:3]=1.[C:10]([Si:14](Cl)([CH3:16])[CH3:15])([CH3:13])([CH3:12])[CH3:11].C(N(C(C)C)CC)(C)C.N1C=CN=C1, predict the reaction product.